This data is from Forward reaction prediction with 1.9M reactions from USPTO patents (1976-2016). The task is: Predict the product of the given reaction. (1) Given the reactants [F:1][C:2]([F:8])([F:7])[CH2:3][C:4](Cl)=[O:5].[Cl:9][C:10]1[C:11]([N:18]2[CH2:23][CH2:22][CH:21]([C:24]3[CH:33]=[CH:32][CH:31]=[CH:30][C:25]=3[C:26]([O:28][CH3:29])=[O:27])[CH2:20][CH2:19]2)=[CH:12][N:13]=[N:14][C:15]=1[NH:16][NH2:17].C(=O)(O)[O-].[Na+], predict the reaction product. The product is: [Cl:9][C:10]1[C:11]([N:18]2[CH2:23][CH2:22][CH:21]([C:24]3[CH:33]=[CH:32][CH:31]=[CH:30][C:25]=3[C:26]([O:28][CH3:29])=[O:27])[CH2:20][CH2:19]2)=[CH:12][N:13]=[N:14][C:15]=1[NH:16][NH:17][C:4](=[O:5])[CH2:3][C:2]([F:8])([F:7])[F:1]. (2) Given the reactants Br[C:2]1[CH:7]=[CH:6][C:5]([C:8]2[O:9][C:10]3[CH:16]=[CH:15][CH:14]=[CH:13][C:11]=3[N:12]=2)=[CH:4][CH:3]=1.[C:17]1([C:23]2[CH:24]=[CH:25][C:26]3[NH:27][C:28]4[C:33]([C:34]=3[CH:35]=2)=[CH:32][CH:31]=[CH:30][CH:29]=4)[CH:22]=[CH:21][CH:20]=[CH:19][CH:18]=1.CC(C)([O-])C.[Na+].C(P(C(C)(C)C)C(C)(C)C)(C)(C)C, predict the reaction product. The product is: [O:9]1[C:10]2[CH:16]=[CH:15][CH:14]=[CH:13][C:11]=2[N:12]=[C:8]1[C:5]1[CH:6]=[CH:7][C:2]([N:27]2[C:26]3[CH:25]=[CH:24][C:23]([C:17]4[CH:22]=[CH:21][CH:20]=[CH:19][CH:18]=4)=[CH:35][C:34]=3[C:33]3[C:28]2=[CH:29][CH:30]=[CH:31][CH:32]=3)=[CH:3][CH:4]=1. (3) The product is: [CH3:1][CH:2]1[CH2:11][CH2:10][C:9]2[C:4](=[CH:5][CH:6]=[CH:7][CH:8]=2)[N:3]1[CH2:15][C:16]1[CH:35]=[CH:34][C:19]([CH2:20][O:21][C:22]2[CH:27]=[CH:26][C:25]([CH2:28][CH2:29][C:30]([OH:32])=[O:31])=[CH:24][CH:23]=2)=[CH:18][CH:17]=1. Given the reactants [CH3:1][CH:2]1[CH2:11][CH2:10][C:9]2[C:4](=[CH:5][CH:6]=[CH:7][CH:8]=2)[NH:3]1.[H-].[Na+].Cl[CH2:15][C:16]1[CH:35]=[CH:34][C:19]([CH2:20][O:21][C:22]2[CH:27]=[CH:26][C:25]([CH2:28][CH2:29][C:30]([O:32]C)=[O:31])=[CH:24][CH:23]=2)=[CH:18][CH:17]=1.[I-].[Na+].[OH-].[Na+].Cl, predict the reaction product. (4) Given the reactants CS(O[C:6]1([CH2:23][CH3:24])[CH2:9][N:8]([CH:10]([C:17]2[CH:22]=[CH:21][CH:20]=[CH:19][CH:18]=2)[C:11]2[CH:16]=[CH:15][CH:14]=[CH:13][CH:12]=2)[CH2:7]1)(=O)=O.[CH3:25][NH:26][CH3:27], predict the reaction product. The product is: [C:11]1([CH:10]([C:17]2[CH:22]=[CH:21][CH:20]=[CH:19][CH:18]=2)[N:8]2[CH2:9][C:6]([CH2:23][CH3:24])([N:26]([CH3:27])[CH3:25])[CH2:7]2)[CH:16]=[CH:15][CH:14]=[CH:13][CH:12]=1. (5) Given the reactants [Br:1]N1C(=O)CCC1=O.[CH2:9]([O:11][C:12]([C:14]1[N:15]=[CH:16][S:17][C:18]=1[NH2:19])=[O:13])[CH3:10], predict the reaction product. The product is: [CH2:9]([O:11][C:12]([C:14]1[N:15]=[C:16]([Br:1])[S:17][C:18]=1[NH2:19])=[O:13])[CH3:10]. (6) Given the reactants S=[C:2]1[CH2:6][S:5][C:4](=[O:7])[NH:3]1.[CH:8]1([NH2:14])[CH2:13][CH2:12][CH2:11][CH2:10][CH2:9]1, predict the reaction product. The product is: [CH:8]1([NH:14][C:2]2[CH2:6][S:5][C:4](=[O:7])[N:3]=2)[CH2:13][CH2:12][CH2:11][CH2:10][CH2:9]1. (7) Given the reactants [Br:1][C:2]1[CH:7]=[CH:6][C:5]([C@@H:8]([CH3:12])[C:9](O)=[O:10])=[CH:4][CH:3]=1.CCOC(C)=O, predict the reaction product. The product is: [Br:1][C:2]1[CH:3]=[CH:4][C:5]([C@@H:8]([CH3:12])[CH2:9][OH:10])=[CH:6][CH:7]=1. (8) Given the reactants [OH:1][C:2]1[CH:11]=[C:10]2[C:5]([CH:6]=[C:7]([C:13]([O:15][CH2:16][CH3:17])=[O:14])[C:8]([CH3:12])=[N:9]2)=[CH:4][CH:3]=1.C([O-])([O-])=O.[Cs+].[Cs+].[Cl:24][C:25]1[CH:26]=[C:27]([CH:30]=[CH:31][CH:32]=1)[CH2:28]Cl, predict the reaction product. The product is: [Cl:24][C:25]1[CH:26]=[C:27]([CH:30]=[CH:31][CH:32]=1)[CH2:28][O:1][C:2]1[CH:11]=[C:10]2[C:5]([CH:6]=[C:7]([C:13]([O:15][CH2:16][CH3:17])=[O:14])[C:8]([CH3:12])=[N:9]2)=[CH:4][CH:3]=1.